From a dataset of Reaction yield outcomes from USPTO patents with 853,638 reactions. Predict the reaction yield, written as a fraction of the theoretical maximum amount of product (1.0 means a 100% yield; for example, 0.34 means a 34% yield). (1) The reactants are [F:1][C:2]([F:20])([F:19])[C:3]1[CH:8]=[CH:7][C:6]([C:9]2[N:13]([CH3:14])[N:12]=[C:11]([C:15](=O)[CH3:16])[C:10]=2[OH:18])=[CH:5][CH:4]=1.[NH:21]([C:23]([NH:25][C:26]1[CH:34]=[CH:33][C:29]([C:30]([OH:32])=[O:31])=[CH:28][CH:27]=1)=[S:24])[NH2:22].CN(C)C=O. The catalyst is Cl.O. The product is [F:1][C:2]([F:20])([F:19])[C:3]1[CH:8]=[CH:7][C:6]([C:9]2[N:13]([CH3:14])[N:12]=[C:11]([C:15](=[N:22][NH:21][C:23]([NH:25][C:26]3[CH:34]=[CH:33][C:29]([C:30]([OH:32])=[O:31])=[CH:28][CH:27]=3)=[S:24])[CH3:16])[C:10]=2[OH:18])=[CH:5][CH:4]=1. The yield is 0.890. (2) The reactants are Br[C:2]1[S:6][C:5]([C:7]([CH:12]2[CH2:14][CH2:13]2)([CH:9]2[CH2:11][CH2:10]2)[OH:8])=[N:4][CH:3]=1.[N+:15]([C:18]1[CH:19]=[C:20]([N:33]2[CH2:38][CH2:37][O:36][CH2:35][CH2:34]2)[CH:21]=[C:22](B2OC(C)(C)C(C)(C)O2)[CH:23]=1)([O-:17])=[O:16].C([O-])([O-])=O.[Na+].[Na+].ClCCl. The catalyst is COCCOC.C(OCC)(=O)C.C1C=CC(P(C2C=CC=CC=2)[C-]2C=CC=C2)=CC=1.C1C=CC(P(C2C=CC=CC=2)[C-]2C=CC=C2)=CC=1.Cl[Pd]Cl.[Fe+2]. The product is [CH:9]1([C:7]([CH:12]2[CH2:14][CH2:13]2)([C:5]2[S:6][C:2]([C:22]3[CH:23]=[C:18]([N+:15]([O-:17])=[O:16])[CH:19]=[C:20]([N:33]4[CH2:38][CH2:37][O:36][CH2:35][CH2:34]4)[CH:21]=3)=[CH:3][N:4]=2)[OH:8])[CH2:11][CH2:10]1. The yield is 0.680. (3) The reactants are [C:1]([NH:4][C:5]1[S:6][C:7]([C:11]2[CH:12]=[C:13]([S:17](Cl)(=[O:19])=[O:18])[S:14][C:15]=2[Br:16])=[C:8]([CH3:10])[N:9]=1)(=[O:3])[CH3:2].C(N(CC)CC)C.[CH2:28]([CH2:30][NH2:31])[OH:29]. The catalyst is C(Cl)Cl. The product is [Br:16][C:15]1[S:14][C:13]([S:17](=[O:19])(=[O:18])[NH:31][CH2:30][CH2:28][OH:29])=[CH:12][C:11]=1[C:7]1[S:6][C:5]([NH:4][C:1](=[O:3])[CH3:2])=[N:9][C:8]=1[CH3:10]. The yield is 0.880. (4) The reactants are [O:1]1[C:5]2[CH:6]=[CH:7][CH:8]=[CH:9][C:4]=2[CH:3]=[C:2]1[C:10]1[N:14]2[N:15]=[C:16]([O:19][CH2:20][CH2:21][CH2:22][S:23](=[N:25][C:26]#[N:27])[CH3:24])[CH:17]=[CH:18][C:13]2=[N:12][CH:11]=1.S([O-])(O[O-])(=O)=[O:29].[K+].[K+].C(=O)([O-])[O-].[K+].[K+].S([O-])([O-])(=O)=S.[Na+].[Na+]. The catalyst is ClCCl.O.C(O)C.CO. The product is [O:1]1[C:5]2[CH:6]=[CH:7][CH:8]=[CH:9][C:4]=2[CH:3]=[C:2]1[C:10]1[N:14]2[N:15]=[C:16]([O:19][CH2:20][CH2:21][CH2:22][S:23](=[N:25][C:26]#[N:27])([CH3:24])=[O:29])[CH:17]=[CH:18][C:13]2=[N:12][CH:11]=1. The yield is 0.940. (5) The reactants are [O:1]=[C:2]1[C:10]2([C:14]3=[CH:15][C:16]4[O:20][CH2:19][O:18][C:17]=4[CH:21]=[C:13]3[O:12][CH2:11]2)[C:9]2[C:4](=[CH:5][CH:6]=[CH:7][CH:8]=2)[N:3]1[CH2:22][CH2:23][N:24]1C(=O)C2C(=CC=CC=2)C1=O.NN. The catalyst is CO. The product is [NH2:24][CH2:23][CH2:22][N:3]1[C:4]2[C:9](=[CH:8][CH:7]=[CH:6][CH:5]=2)[C:10]2([C:14]3=[CH:15][C:16]4[O:20][CH2:19][O:18][C:17]=4[CH:21]=[C:13]3[O:12][CH2:11]2)[C:2]1=[O:1]. The yield is 0.560. (6) The reactants are [F:1][C:2]([F:18])([F:17])[C:3]1[CH:8]=[CH:7][C:6]([C:9]2[CH:14]=[CH:13][C:12]([CH2:15][NH2:16])=[CH:11][CH:10]=2)=[CH:5][CH:4]=1.[F:19][C:20]1[CH:25]=[CH:24][C:23]([S:26]([N:29]([CH2:33][C:34](O)=[O:35])[CH:30]([CH3:32])[CH3:31])(=[O:28])=[O:27])=[CH:22][CH:21]=1.CN(C(ON1N=NC2C=CC=NC1=2)=[N+](C)C)C.F[P-](F)(F)(F)(F)F.C(N(CC)C(C)C)(C)C.OS([O-])(=O)=O.[K+]. The catalyst is C(Cl)Cl. The product is [F:19][C:20]1[CH:21]=[CH:22][C:23]([S:26]([N:29]([CH:30]([CH3:32])[CH3:31])[CH2:33][C:34]([NH:16][CH2:15][C:12]2[CH:13]=[CH:14][C:9]([C:6]3[CH:5]=[CH:4][C:3]([C:2]([F:17])([F:18])[F:1])=[CH:8][CH:7]=3)=[CH:10][CH:11]=2)=[O:35])(=[O:27])=[O:28])=[CH:24][CH:25]=1. The yield is 0.790. (7) The reactants are [N:1]([C@H:4]1[CH2:9][CH2:8][C@H:7]([C:10]([NH2:12])=[O:11])[CH2:6][C@@H:5]1[OH:13])=[N+]=[N-]. The catalyst is CO.[Pd]. The product is [NH2:1][C@H:4]1[CH2:9][CH2:8][C@H:7]([C:10]([NH2:12])=[O:11])[CH2:6][C@@H:5]1[OH:13]. The yield is 1.00.